The task is: Predict the product of the given reaction.. This data is from Forward reaction prediction with 1.9M reactions from USPTO patents (1976-2016). (1) Given the reactants [C:1]([C:5]1[CH:10]=[CH:9][CH:8]=[CH:7][C:6]=1[OH:11])([CH3:4])([CH3:3])[CH3:2].N1C=CC=CC=1.[S:18](O[S:18]([C:21]([F:24])([F:23])[F:22])(=[O:20])=[O:19])([C:21]([F:24])([F:23])[F:22])(=[O:20])=[O:19], predict the reaction product. The product is: [F:22][C:21]([F:24])([F:23])[S:18]([O:11][C:6]1[CH:7]=[CH:8][CH:9]=[CH:10][C:5]=1[C:1]([CH3:4])([CH3:2])[CH3:3])(=[O:20])=[O:19]. (2) The product is: [CH3:1][O:2][C:3](=[O:15])[C:4]1[C:5](=[C:10]([NH:16][C:17]2[CH:26]=[CH:25][C:24]3[C:19](=[CH:20][CH:21]=[CH:22][CH:23]=3)[CH:18]=2)[CH:11]=[CH:12][CH:13]=1)[C:6]([O:8][CH3:9])=[O:7]. Given the reactants [CH3:1][O:2][C:3](=[O:15])[C:4]1[C:5](=[C:10](I)[CH:11]=[CH:12][CH:13]=1)[C:6]([O:8][CH3:9])=[O:7].[NH2:16][C:17]1[CH:26]=[CH:25][C:24]2[C:19](=[CH:20][CH:21]=[CH:22][CH:23]=2)[CH:18]=1.C1C=CC(P(C2C(C3C(P(C4C=CC=CC=4)C4C=CC=CC=4)=CC=C4C=3C=CC=C4)=C3C(C=CC=C3)=CC=2)C2C=CC=CC=2)=CC=1.C(=O)([O-])[O-].[Cs+].[Cs+], predict the reaction product. (3) Given the reactants [O:1]1[C:5]2([CH2:10][CH2:9][CH:8]([NH:11][C:12]3[N:16]=[C:15]([C:17]([F:20])([F:19])[F:18])[NH:14][N:13]=3)[CH2:7][CH2:6]2)[O:4][CH2:3][CH2:2]1.[C:21]([C:23]1[CH:28]=[CH:27][CH:26]=[CH:25][C:24]=1[C:29]1[CH:34]=[CH:33][C:32]([CH2:35][CH:36]([C:42](=O)[CH2:43][CH2:44][CH3:45])[C:37](OCC)=[O:38])=[CH:31][CH:30]=1)#[N:22].N12CCCN=C1CCCCC2, predict the reaction product. The product is: [O:1]1[C:5]2([CH2:10][CH2:9][CH:8]([N:11]3[C:37](=[O:38])[C:36]([CH2:35][C:32]4[CH:33]=[CH:34][C:29]([C:24]5[C:23]([C:21]#[N:22])=[CH:28][CH:27]=[CH:26][CH:25]=5)=[CH:30][CH:31]=4)=[C:42]([CH2:43][CH2:44][CH3:45])[N:13]4[N:14]=[C:15]([C:17]([F:20])([F:18])[F:19])[N:16]=[C:12]34)[CH2:7][CH2:6]2)[O:4][CH2:3][CH2:2]1. (4) Given the reactants [NH2:1][C:2]1[S:3][C:4]([C:10]2[CH:15]=[CH:14][C:13]([F:16])=[CH:12][CH:11]=2)=[CH:5][C:6]=1[C:7]([NH2:9])=[O:8].N1C=CC=CC=1.[C:23](Cl)(=[O:25])[CH3:24], predict the reaction product. The product is: [C:23]([NH:1][C:2]1[S:3][C:4]([C:10]2[CH:15]=[CH:14][C:13]([F:16])=[CH:12][CH:11]=2)=[CH:5][C:6]=1[C:7]([NH2:9])=[O:8])(=[O:25])[CH3:24].